From a dataset of Forward reaction prediction with 1.9M reactions from USPTO patents (1976-2016). Predict the product of the given reaction. The product is: [CH3:35][N:2]([CH3:1])[C:3]1[S:4][C@H:5]2[O:11][C@H:10]([C:12](=[O:14])[CH3:13])[C@@H:9]([O:15][CH2:16][C:17]3[CH:18]=[CH:19][C:20]([O:23][CH3:24])=[CH:21][CH:22]=3)[C@H:8]([O:25][CH2:26][C:27]3[CH:32]=[CH:31][C:30]([O:33][CH3:34])=[CH:29][CH:28]=3)[C@H:6]2[N:7]=1. Given the reactants [CH3:1][N:2]([CH3:35])[C:3]1[S:4][C@H:5]2[O:11][C@H:10]([CH:12]([OH:14])[CH3:13])[C@@H:9]([O:15][CH2:16][C:17]3[CH:22]=[CH:21][C:20]([O:23][CH3:24])=[CH:19][CH:18]=3)[C@H:8]([O:25][CH2:26][C:27]3[CH:32]=[CH:31][C:30]([O:33][CH3:34])=[CH:29][CH:28]=3)[C@H:6]2[N:7]=1.CC(OI1(OC(C)=O)(OC(C)=O)OC(=O)C2C=CC=CC1=2)=O, predict the reaction product.